Dataset: Full USPTO retrosynthesis dataset with 1.9M reactions from patents (1976-2016). Task: Predict the reactants needed to synthesize the given product. Given the product [C:46]([O:50][C:51](=[O:75])[C:52]1[CH:57]=[CH:56][C:55]([C:58](=[O:73])[CH2:59][C@:60]([C:65]2[CH:70]=[C:69]([Cl:71])[CH:68]=[C:67]([Cl:72])[CH:66]=2)([CH2:79][N+:76]([O-:78])=[O:77])[C:61]([F:62])([F:64])[F:63])=[CH:54][C:53]=1[CH3:74])([CH3:49])([CH3:48])[CH3:47], predict the reactants needed to synthesize it. The reactants are: FC(F)(F)C1C=C(NC2C(=O)C(=O)C=2N[C@@H](C2C3C(=CC=C(OC)C=3)N=CC=2)[C@H]2CC3CCN2CC3C=C)C=C(C(F)(F)F)C=1.[C:46]([O:50][C:51](=[O:75])[C:52]1[CH:57]=[CH:56][C:55]([C:58](=[O:73])/[CH:59]=[C:60](\[C:65]2[CH:70]=[C:69]([Cl:71])[CH:68]=[C:67]([Cl:72])[CH:66]=2)/[C:61]([F:64])([F:63])[F:62])=[CH:54][C:53]=1[CH3:74])([CH3:49])([CH3:48])[CH3:47].[N+:76]([CH3:79])([O-:78])=[O:77].O.